From a dataset of Catalyst prediction with 721,799 reactions and 888 catalyst types from USPTO. Predict which catalyst facilitates the given reaction. Reactant: [C:1]1([CH:8]=[CH:7][C:5]([OH:6])=[CH:4][CH:3]=1)[OH:2].F[C:10]1[CH:15]=[CH:14][C:13]([NH:16][C:17](=[O:28])[C:18]2[CH:23]=[CH:22][CH:21]=[C:20]([C:24]([F:27])([F:26])[F:25])[CH:19]=2)=[CH:12][C:11]=1[N+:29]([O-:31])=[O:30]. Product: [OH:2][C:1]1[CH:8]=[CH:7][C:5]([O:6][C:10]2[CH:15]=[CH:14][C:13]([NH:16][C:17](=[O:28])[C:18]3[CH:23]=[CH:22][CH:21]=[C:20]([C:24]([F:27])([F:26])[F:25])[CH:19]=3)=[CH:12][C:11]=2[N+:29]([O-:31])=[O:30])=[CH:4][CH:3]=1. The catalyst class is: 6.